Predict the product of the given reaction. From a dataset of Forward reaction prediction with 1.9M reactions from USPTO patents (1976-2016). (1) Given the reactants [NH2:1][C:2]1[C:6]([CH:7]2[C@H:14]3[C@H:10]([O:11][C:12]([CH3:16])([CH3:15])[O:13]3)[C@@H:9]([CH2:17][O:18][Si:19]([C:32]([CH3:35])([CH3:34])[CH3:33])([C:26]3[CH:31]=[CH:30][CH:29]=[CH:28][CH:27]=3)[C:20]3[CH:25]=[CH:24][CH:23]=[CH:22][CH:21]=3)[O:8]2)=[CH:5][NH:4][C:3]=1[C:36]#[N:37].[CH3:38][N:39]([CH:41](OC)OC)[CH3:40], predict the reaction product. The product is: [Si:19]([O:18][CH2:17][C@@H:9]1[C@H:10]2[O:11][C:12]([CH3:15])([CH3:16])[O:13][C@H:14]2[CH:7]([C:6]2[C:2](/[N:1]=[CH:38]/[N:39]([CH3:41])[CH3:40])=[C:3]([C:36]#[N:37])[NH:4][CH:5]=2)[O:8]1)([C:32]([CH3:35])([CH3:34])[CH3:33])([C:20]1[CH:25]=[CH:24][CH:23]=[CH:22][CH:21]=1)[C:26]1[CH:31]=[CH:30][CH:29]=[CH:28][CH:27]=1. (2) Given the reactants [Cl:1][C:2]1[CH:3]=[C:4]([CH:14]([CH2:18][CH:19]2[CH2:23][CH2:22][CH2:21][CH2:20]2)[C:15](O)=[O:16])[CH:5]=[CH:6][C:7]=1[N:8]1[C:12]([CH3:13])=[N:11][N:10]=[N:9]1.C(Cl)(=O)C(Cl)=O.[CH3:30][NH:31][C:32]([NH2:34])=[O:33].N1C=CC=CC=1.Cl, predict the reaction product. The product is: [Cl:1][C:2]1[CH:3]=[C:4]([CH:14]([CH2:18][CH:19]2[CH2:23][CH2:22][CH2:21][CH2:20]2)[C:15]([NH:34][C:32]([NH:31][CH3:30])=[O:33])=[O:16])[CH:5]=[CH:6][C:7]=1[N:8]1[C:12]([CH3:13])=[N:11][N:10]=[N:9]1. (3) The product is: [NH2:1][C:2]1[CH:7]=[CH:6][C:5]([CH2:8][OH:9])=[CH:4][C:3]=1[O:10][CH2:24][CH2:25][O:26][CH2:27][CH2:28][N:29]=[N+:30]=[N-:31]. Given the reactants [NH2:1][C:2]1[CH:7]=[CH:6][C:5]([CH2:8][OH:9])=[CH:4][C:3]=1[OH:10].[H-].[Na+].CC1C=CC(S(O[CH2:24][CH2:25][O:26][CH2:27][CH2:28][N:29]=[N+:30]=[N-:31])(=O)=O)=CC=1, predict the reaction product. (4) The product is: [N+:16]([C:13]1[CH:12]=[CH:11][C:10]([C:8]2[S:9][C:5]3[CH:4]=[C:3]([OH:2])[CH:20]=[CH:19][C:6]=3[N:7]=2)=[CH:15][CH:14]=1)([O-:18])=[O:17]. Given the reactants C[O:2][C:3]1[CH:20]=[CH:19][C:6]2[N:7]=[C:8]([C:10]3[CH:15]=[CH:14][C:13]([N+:16]([O-:18])=[O:17])=[CH:12][CH:11]=3)[S:9][C:5]=2[CH:4]=1.B(Br)(Br)Br, predict the reaction product. (5) Given the reactants [NH2:1][C:2]1[CH:3]=[C:4]([CH:7]=[CH:8][C:9]=1[NH:10][CH2:11][CH2:12][CH:13]([CH3:15])[CH3:14])[C:5]#[N:6].C(N(CC)CC)C.[C:23](OCC(Cl)=O)(=[O:25])[CH3:24].C([O-])([O-])=O.[K+].[K+], predict the reaction product. The product is: [OH:25][CH2:23][C:24]1[N:10]([CH2:11][CH2:12][CH:13]([CH3:15])[CH3:14])[C:9]2[CH:8]=[CH:7][C:4]([C:5]#[N:6])=[CH:3][C:2]=2[N:1]=1. (6) The product is: [O:1]1[C:6]2[CH:7]=[CH:8][CH:9]=[C:10]([CH:11]([NH2:12])[CH3:13])[C:5]=2[O:4][CH2:3][CH2:2]1. Given the reactants [O:1]1[C:6]2[CH:7]=[CH:8][CH:9]=[C:10]([CH:11]=[NH:12])[C:5]=2[O:4][CH2:3][CH2:2]1.[CH3:13][Mg]Br, predict the reaction product. (7) Given the reactants [C:1]([O:5][C:6]([N:8]1[CH2:13][CH2:12][N:11]([C:14]2[CH:19]=[CH:18][C:17]([C:20](=[NH:23])[NH:21][OH:22])=[CH:16][C:15]=2[F:24])[CH2:10][CH2:9]1)=[O:7])([CH3:4])([CH3:3])[CH3:2].CCN(C(C)C)[CH:28]([CH3:30])[CH3:29].C(Cl)(=O)CC, predict the reaction product. The product is: [C:1]([O:5][C:6]([N:8]1[CH2:9][CH2:10][N:11]([C:14]2[CH:19]=[CH:18][C:17]([C:20]3[N:23]=[C:29]([CH2:28][CH3:30])[O:22][N:21]=3)=[CH:16][C:15]=2[F:24])[CH2:12][CH2:13]1)=[O:7])([CH3:4])([CH3:2])[CH3:3].